Dataset: NCI-60 drug combinations with 297,098 pairs across 59 cell lines. Task: Regression. Given two drug SMILES strings and cell line genomic features, predict the synergy score measuring deviation from expected non-interaction effect. (1) Drug 1: CC1OCC2C(O1)C(C(C(O2)OC3C4COC(=O)C4C(C5=CC6=C(C=C35)OCO6)C7=CC(=C(C(=C7)OC)O)OC)O)O. Drug 2: CS(=O)(=O)OCCCCOS(=O)(=O)C. Cell line: SK-OV-3. Synergy scores: CSS=5.78, Synergy_ZIP=-3.28, Synergy_Bliss=1.82, Synergy_Loewe=-14.8, Synergy_HSA=1.88. (2) Drug 1: C1C(C(OC1N2C=C(C(=O)NC2=O)F)CO)O. Synergy scores: CSS=20.5, Synergy_ZIP=-3.64, Synergy_Bliss=0.118, Synergy_Loewe=-0.449, Synergy_HSA=1.31. Drug 2: C1C(C(OC1N2C=NC3=C(N=C(N=C32)Cl)N)CO)O. Cell line: NCI-H522. (3) Drug 1: CC1=C(C(CCC1)(C)C)C=CC(=CC=CC(=CC(=O)O)C)C. Drug 2: CCC(=C(C1=CC=CC=C1)C2=CC=C(C=C2)OCCN(C)C)C3=CC=CC=C3.C(C(=O)O)C(CC(=O)O)(C(=O)O)O. Cell line: COLO 205. Synergy scores: CSS=0.861, Synergy_ZIP=2.59, Synergy_Bliss=6.64, Synergy_Loewe=-1.20, Synergy_HSA=1.14. (4) Drug 1: CC(C)(C#N)C1=CC(=CC(=C1)CN2C=NC=N2)C(C)(C)C#N. Drug 2: C1=NNC2=C1C(=O)NC=N2. Cell line: SK-MEL-2. Synergy scores: CSS=-1.54, Synergy_ZIP=2.96, Synergy_Bliss=0.256, Synergy_Loewe=1.24, Synergy_HSA=-6.25. (5) Drug 1: CC1C(C(CC(O1)OC2CC(CC3=C2C(=C4C(=C3O)C(=O)C5=C(C4=O)C(=CC=C5)OC)O)(C(=O)C)O)N)O.Cl. Drug 2: CC1C(C(=O)NC(C(=O)N2CCCC2C(=O)N(CC(=O)N(C(C(=O)O1)C(C)C)C)C)C(C)C)NC(=O)C3=C4C(=C(C=C3)C)OC5=C(C(=O)C(=C(C5=N4)C(=O)NC6C(OC(=O)C(N(C(=O)CN(C(=O)C7CCCN7C(=O)C(NC6=O)C(C)C)C)C)C(C)C)C)N)C. Cell line: HT29. Synergy scores: CSS=14.6, Synergy_ZIP=-5.36, Synergy_Bliss=2.87, Synergy_Loewe=-0.750, Synergy_HSA=1.80. (6) Drug 2: C(CC(=O)O)C(=O)CN.Cl. Synergy scores: CSS=3.19, Synergy_ZIP=-1.62, Synergy_Bliss=-0.773, Synergy_Loewe=-8.55, Synergy_HSA=-0.657. Drug 1: CCC1(CC2CC(C3=C(CCN(C2)C1)C4=CC=CC=C4N3)(C5=C(C=C6C(=C5)C78CCN9C7C(C=CC9)(C(C(C8N6C=O)(C(=O)OC)O)OC(=O)C)CC)OC)C(=O)OC)O.OS(=O)(=O)O. Cell line: K-562.